This data is from Full USPTO retrosynthesis dataset with 1.9M reactions from patents (1976-2016). The task is: Predict the reactants needed to synthesize the given product. (1) Given the product [F:7][C:8]1[C:30]([CH:31]=[O:35])=[CH:29][C:11]2[C:12]3[N:16]([CH2:17][CH2:18][O:19][C:10]=2[CH:9]=1)[CH:15]=[C:14]([C:20]1[N:21]([CH:26]([CH3:28])[CH3:27])[N:22]=[C:23]([CH3:25])[N:24]=1)[N:13]=3, predict the reactants needed to synthesize it. The reactants are: I([O-])(=O)(=O)=O.[Na+].[F:7][C:8]1[C:30]([CH:31]=C)=[CH:29][C:11]2[C:12]3[N:16]([CH2:17][CH2:18][O:19][C:10]=2[CH:9]=1)[CH:15]=[C:14]([C:20]1[N:21]([CH:26]([CH3:28])[CH3:27])[N:22]=[C:23]([CH3:25])[N:24]=1)[N:13]=3.CC(C)=[O:35].O. (2) The reactants are: [SH:1][CH:2]([CH2:6][C:7]([OH:9])=[O:8])[C:3]([OH:5])=[O:4].C(OC([NH:17][C:18](=[NH:48])[C:19]1[S:23][C:22]([S:24][CH3:25])=[C:21]([S:26]([C:29]2[CH:30]=[C:31]([C:35]3[C:40]([CH3:41])=[CH:39][CH:38]=[CH:37][C:36]=3[CH2:42]OS(C)(=O)=O)[CH:32]=[CH:33][CH:34]=2)(=[O:28])=[O:27])[CH:20]=1)=O)(C)(C)C.C(N(CC)CC)C.C(Cl)(Cl)Cl.[F:60][C:61]([F:66])([F:65])[C:62]([OH:64])=[O:63]. Given the product [F:60][C:61]([F:66])([F:65])[C:62]([OH:64])=[O:63].[C:18]([C:19]1[S:23][C:22]([S:24][CH3:25])=[C:21]([S:26]([C:29]2[CH:30]=[C:31]([C:35]3[C:40]([CH3:41])=[CH:39][CH:38]=[CH:37][C:36]=3[CH2:42][S:1][CH:2]([CH2:6][C:7]([OH:9])=[O:8])[C:3]([OH:5])=[O:4])[CH:32]=[CH:33][CH:34]=2)(=[O:27])=[O:28])[CH:20]=1)(=[NH:17])[NH2:48], predict the reactants needed to synthesize it. (3) The reactants are: [NH2:1]/[C:2](/OCC)=[CH:3]\[C:4](=O)[C:5]([F:8])([F:7])[F:6].[CH3:13][NH:14][NH2:15]. Given the product [CH3:13][N:14]1[C:2]([NH2:1])=[CH:3][C:4]([C:5]([F:8])([F:7])[F:6])=[N:15]1, predict the reactants needed to synthesize it. (4) Given the product [CH3:1][O:2][C:3]1[CH:4]=[C:5]([CH:29]=[CH:30][C:31]=1[O:32][CH3:33])[C:6]([NH:8][C:9]1[CH:14]=[CH:13][C:12]([C:15]([CH3:28])([CH3:27])[CH2:16][NH:17][C:18]([C:20]2[C:24]([C:34]3[CH:39]=[CH:38][CH:37]=[CH:36][CH:35]=3)=[CH:23][N:22]([CH3:26])[N:21]=2)=[O:19])=[CH:11][CH:10]=1)=[O:7], predict the reactants needed to synthesize it. The reactants are: [CH3:1][O:2][C:3]1[CH:4]=[C:5]([CH:29]=[CH:30][C:31]=1[O:32][CH3:33])[C:6]([NH:8][C:9]1[CH:14]=[CH:13][C:12]([C:15]([CH3:28])([CH3:27])[CH2:16][NH:17][C:18]([C:20]2[C:24](Br)=[CH:23][N:22]([CH3:26])[N:21]=2)=[O:19])=[CH:11][CH:10]=1)=[O:7].[C:34]1(B(O)O)[CH:39]=[CH:38][CH:37]=[CH:36][CH:35]=1.[F-].[K+]. (5) Given the product [C:1]([C:3]1[CH:8]=[CH:7][C:6]([CH:9]2[C:18]3[C:13](=[CH:14][C:15]([CH3:20])=[N:16][C:17]=3[O:19][CH2:33][CH3:34])[NH:12][C:11]([CH3:21])=[C:10]2[C:22]([O:24][CH2:25][CH2:26][C:27]#[N:28])=[O:23])=[C:5]([O:29][CH3:30])[CH:4]=1)#[N:2], predict the reactants needed to synthesize it. The reactants are: [C:1]([C:3]1[CH:8]=[CH:7][C:6]([CH:9]2[C:18]3[C:17](=[O:19])[NH:16][C:15]([CH3:20])=[CH:14][C:13]=3[NH:12][C:11]([CH3:21])=[C:10]2[C:22]([O:24][CH2:25][CH2:26][C:27]#[N:28])=[O:23])=[C:5]([O:29][CH3:30])[CH:4]=1)#[N:2].C(OCC)(OCC)O[CH2:33][CH3:34]. (6) Given the product [F:1][C:2]1[CH:7]=[C:6]([CH3:8])[CH:5]=[C:4]([F:9])[C:3]=1[C:10]1[N:15]=[C:14]([C:16]([OH:18])=[O:17])[CH:13]=[CH:12][C:11]=1[F:20], predict the reactants needed to synthesize it. The reactants are: [F:1][C:2]1[CH:7]=[C:6]([CH3:8])[CH:5]=[C:4]([F:9])[C:3]=1[C:10]1[N:15]=[C:14]([C:16]([O:18]C)=[O:17])[CH:13]=[CH:12][C:11]=1[F:20].[Li+].[OH-]. (7) Given the product [CH3:1][O:2][CH2:3][C:4]1[CH:5]=[CH:6][C:7]([C:12]([F:13])([F:14])[F:15])=[C:8]([CH2:9][NH2:10])[CH:11]=1, predict the reactants needed to synthesize it. The reactants are: [CH3:1][O:2][CH2:3][C:4]1[CH:5]=[CH:6][C:7]([C:12]([F:15])([F:14])[F:13])=[C:8]([CH:11]=1)[C:9]#[N:10].[H-].[Al+3].[Li+].[H-].[H-].[H-]. (8) Given the product [F:45][CH:21]([F:20])[C:22]1[CH:27]=[CH:26][N:25]=[C:24]([NH:28][C:29]2[CH:34]=[C:33]([C:2]3[CH:3]=[N:4][C:5]([C:8]([C@H:10]4[CH2:15][CH2:14][C@H:13]([C:16]([O:18][CH3:19])=[O:17])[CH2:12][CH2:11]4)=[CH2:9])=[N:6][CH:7]=3)[CH:32]=[C:31]([CH3:44])[CH:30]=2)[N:23]=1, predict the reactants needed to synthesize it. The reactants are: Cl[C:2]1[CH:3]=[N:4][C:5]([C:8]([C@H:10]2[CH2:15][CH2:14][C@H:13]([C:16]([O:18][CH3:19])=[O:17])[CH2:12][CH2:11]2)=[CH2:9])=[N:6][CH:7]=1.[F:20][CH:21]([F:45])[C:22]1[CH:27]=[CH:26][N:25]=[C:24]([NH:28][C:29]2[CH:34]=[C:33](B3OC(C)(C)C(C)(C)O3)[CH:32]=[C:31]([CH3:44])[CH:30]=2)[N:23]=1.CC(C1C=C(C(C)C)C(C2C=CC=CC=2P(C2CCCCC2)C2CCCCC2)=C(C(C)C)C=1)C.[O-]P([O-])([O-])=O.[K+].[K+].[K+]. (9) Given the product [CH3:13][C:14]1[CH:21]=[CH:20][C:17]([CH2:18][O:1][NH2:2])=[CH:16][C:15]=1[C:22]([F:25])([F:24])[F:23], predict the reactants needed to synthesize it. The reactants are: [OH:1][N:2]1C(=O)C2=CC=CC=C2C1=O.[CH3:13][C:14]1[CH:21]=[CH:20][C:17]([CH2:18]Br)=[CH:16][C:15]=1[C:22]([F:25])([F:24])[F:23].